This data is from Full USPTO retrosynthesis dataset with 1.9M reactions from patents (1976-2016). The task is: Predict the reactants needed to synthesize the given product. (1) Given the product [CH3:26][O:27][C:28](=[O:31])[CH2:29][N:9]1[C:8]([C:5]2[CH:6]=[CH:7][CH:2]=[CH:3][CH:4]=2)=[CH:12][C:11]([C:13]2[CH:18]=[CH:17][C:16]([F:19])=[C:15]([CH3:20])[CH:14]=2)=[N:10]1, predict the reactants needed to synthesize it. The reactants are: F[C:2]1[CH:7]=[CH:6][C:5]([C:8]2[CH:12]=[C:11]([C:13]3[CH:18]=[CH:17][C:16]([F:19])=[CH:15][CH:14]=3)[NH:10][N:9]=2)=[CH:4][CH:3]=1.[C:20]([O-])([O-])=O.[K+].[K+].[CH3:26][O:27][C:28](=[O:31])[CH2:29]Br. (2) Given the product [CH3:31][O:30][C:5]1[C:6]([CH2:7][O:8][CH2:9][C:10]2([C:23]3[CH:24]=[CH:25][CH:26]=[CH:27][CH:28]=3)[CH2:11][CH2:12][NH:13][CH2:14][CH2:15]2)=[CH:29][C:2]([C:38]2[CH:39]=[CH:40][C:35]([C:33]#[N:34])=[CH:36][CH:37]=2)=[CH:3][C:4]=1[CH3:32], predict the reactants needed to synthesize it. The reactants are: Br[C:2]1[CH:3]=[C:4]([CH3:32])[C:5]([O:30][CH3:31])=[C:6]([CH:29]=1)[CH2:7][O:8][CH2:9][C:10]1([C:23]2[CH:28]=[CH:27][CH:26]=[CH:25][CH:24]=2)[CH2:15][CH2:14][N:13](C(OC(C)(C)C)=O)[CH2:12][CH2:11]1.[C:33]([C:35]1[CH:40]=[CH:39][C:38](B(O)O)=[CH:37][CH:36]=1)#[N:34].